Dataset: Forward reaction prediction with 1.9M reactions from USPTO patents (1976-2016). Task: Predict the product of the given reaction. (1) Given the reactants O[C:2]1[N:9]=[CH:8][C:7]([N+:10]([O-:12])=[O:11])=[CH:6][C:3]=1[C:4]#[N:5].P(Cl)(Cl)(Cl)(Cl)[Cl:14], predict the reaction product. The product is: [Cl:14][C:2]1[N:9]=[CH:8][C:7]([N+:10]([O-:12])=[O:11])=[CH:6][C:3]=1[C:4]#[N:5]. (2) Given the reactants [C:1](#[N:10])[CH:2]=[CH:3][C:4]1[CH:9]=[CH:8][CH:7]=[CH:6][CH:5]=1.[CH3:11][C:12]1[NH:16][N:15]=[C:14]([NH2:17])[CH:13]=1.[F:18][C:19]1[CH:25]=[CH:24][C:22]([NH2:23])=[CH:21][CH:20]=1, predict the reaction product. The product is: [F:18][C:19]1[CH:25]=[CH:24][C:22]([NH:23][C:3]2[CH:2]=[C:1]([NH:17][C:14]3[CH:13]=[C:12]([CH3:11])[NH:16][N:15]=3)[N:10]=[C:1]([CH:2]=[CH:3][C:4]3[CH:9]=[CH:8][CH:7]=[CH:6][CH:5]=3)[N:10]=2)=[CH:21][CH:20]=1. (3) Given the reactants O.[NH2:2][NH2:3].[C:4](#[N:7])[CH:5]=[CH2:6].[CH:8](=O)[C:9]1[CH:14]=[CH:13][CH:12]=[CH:11][CH:10]=1.C(O[Na])CCC, predict the reaction product. The product is: [C:9]1([CH2:8][N:2]2[C:4]([NH2:7])=[CH:5][CH:6]=[N:3]2)[CH:14]=[CH:13][CH:12]=[CH:11][CH:10]=1. (4) Given the reactants C1(P(C2C=CC=CC=2)C2C=CC=CC=2)C=CC=CC=1.O1CCOCC1.Br[C:27]1[N:35]2[C:30]([CH:31]=[N:32][C:33]([NH:36][C:37]3[CH:38]=[N:39][C:40]([N:43]4[CH2:48][CH2:47][O:46][CH2:45][CH2:44]4)=[CH:41][CH:42]=3)=[N:34]2)=[CH:29][CH:28]=1.[Cl:49][C:50]1[CH:51]=[C:52](B(O)O)[CH:53]=[CH:54][CH:55]=1.CN(C)C=O.C(=O)([O-])[O-].[Na+].[Na+].O, predict the reaction product. The product is: [Cl:49][C:50]1[CH:55]=[C:54]([C:27]2[N:35]3[C:30]([CH:31]=[N:32][C:33]([NH:36][C:37]4[CH:38]=[N:39][C:40]([N:43]5[CH2:48][CH2:47][O:46][CH2:45][CH2:44]5)=[CH:41][CH:42]=4)=[N:34]3)=[CH:29][CH:28]=2)[CH:53]=[CH:52][CH:51]=1. (5) Given the reactants [NH2:1][C:2]1[CH:10]=[C:9]2[C:5]([C:6]3[C:14]([C:15]4[CH:20]=[CH:19][CH:18]=[CH:17][C:16]=4[F:21])=[CH:13][N:12]=[C:11]([C:22]([NH2:24])=[O:23])[C:7]=3[NH:8]2)=[CH:4][CH:3]=1.[CH3:25][S:26](Cl)(=[O:28])=[O:27].N1C=CC=CC=1, predict the reaction product. The product is: [F:21][C:16]1[CH:17]=[CH:18][CH:19]=[CH:20][C:15]=1[C:14]1[C:6]2[C:5]3[C:9](=[CH:10][C:2]([NH:1][S:26]([CH3:25])(=[O:28])=[O:27])=[CH:3][CH:4]=3)[NH:8][C:7]=2[C:11]([C:22]([NH2:24])=[O:23])=[N:12][CH:13]=1. (6) Given the reactants [NH2:1][C:2]1[N:6]([C@@H:7]2[CH2:12][CH2:11][CH2:10][N:9]([C:13](=[O:18])/[CH:14]=[CH:15]/[CH2:16][OH:17])[CH2:8]2)[N:5]=[C:4]([C:19]2[CH:24]=[CH:23][C:22]([O:25][C:26]3[C:31](F)=[CH:30][C:29]([Cl:33])=[CH:28][N:27]=3)=[CH:21][CH:20]=2)[C:3]=1[C:34]([NH2:36])=[O:35].NC1N([C@@H]2CCCNC2)N=C(C2C=CC(OC3C=CC(Cl)=CN=3)=CC=2)C=1C(N)=O, predict the reaction product. The product is: [NH2:1][C:2]1[N:6]([C@@H:7]2[CH2:12][CH2:11][CH2:10][N:9]([C:13](=[O:18])/[CH:14]=[CH:15]/[CH2:16][OH:17])[CH2:8]2)[N:5]=[C:4]([C:19]2[CH:20]=[CH:21][C:22]([O:25][C:26]3[CH:31]=[CH:30][C:29]([Cl:33])=[CH:28][N:27]=3)=[CH:23][CH:24]=2)[C:3]=1[C:34]([NH2:36])=[O:35]. (7) Given the reactants [OH-].[Na+].[CH:3]1[C:15]2[NH:14][C:13]3[C:8](=[CH:9][CH:10]=[CH:11][CH:12]=3)[C:7]=2[CH:6]=[CH:5][CH:4]=1.Cl[CH2:17][CH2:18][O:19][CH2:20][CH2:21][O:22]C1CCCCO1, predict the reaction product. The product is: [CH:12]1[C:13]2[N:14]([CH2:17][CH2:18][O:19][CH2:20][CH2:21][OH:22])[C:15]3[C:7](=[CH:6][CH:5]=[CH:4][CH:3]=3)[C:8]=2[CH:9]=[CH:10][CH:11]=1. (8) Given the reactants [Cl:1][C:2]1[C:7]([S:8](Cl)(=[O:10])=[O:9])=[CH:6][CH:5]=[CH:4][N:3]=1.[CH3:12][O:13][C:14]1[C:15]([NH:21][C:22](=[O:28])[O:23][CH2:24][CH:25]([CH3:27])[CH3:26])=[N:16][CH:17]=[C:18]([CH3:20])[N:19]=1, predict the reaction product. The product is: [Cl:1][C:2]1[C:7]([S:8]([N:21]([C:22]([O:23][CH2:24][CH:25]([CH3:27])[CH3:26])=[O:28])[C:15]2[C:14]([O:13][CH3:12])=[N:19][C:18]([CH3:20])=[CH:17][N:16]=2)(=[O:10])=[O:9])=[CH:6][CH:5]=[CH:4][N:3]=1. (9) The product is: [C:14]1([CH:20]([CH3:22])[CH3:21])[CH:19]=[CH:18][CH:17]=[CH:16][CH:15]=1.[C:1]([O:7][OH:25])([C:8]1[CH:13]=[CH:12][CH:11]=[CH:10][CH:9]=1)([CH3:6])[CH3:2].[C:1]1([OH:7])[CH:6]=[CH:5][CH:4]=[CH:3][CH:2]=1. Given the reactants [C:1]1([OH:7])[CH:6]=[CH:5][CH:4]=[CH:3][CH:2]=1.[CH:8]1[CH:13]=[CH:12][CH:11]=[CH:10][CH:9]=1.[C:14]1([CH:20]([CH3:22])[CH3:21])[CH:19]=[CH:18][CH:17]=[CH:16][CH:15]=1.CC(C)=[O:25], predict the reaction product.